Dataset: NCI-60 drug combinations with 297,098 pairs across 59 cell lines. Task: Regression. Given two drug SMILES strings and cell line genomic features, predict the synergy score measuring deviation from expected non-interaction effect. (1) Synergy scores: CSS=26.5, Synergy_ZIP=-4.94, Synergy_Bliss=3.95, Synergy_Loewe=-5.79, Synergy_HSA=4.54. Drug 1: CCN(CC)CCCC(C)NC1=C2C=C(C=CC2=NC3=C1C=CC(=C3)Cl)OC. Drug 2: C1CCC(C(C1)N)N.C(=O)(C(=O)[O-])[O-].[Pt+4]. Cell line: OVCAR-5. (2) Drug 1: CC1C(C(=O)NC(C(=O)N2CCCC2C(=O)N(CC(=O)N(C(C(=O)O1)C(C)C)C)C)C(C)C)NC(=O)C3=C4C(=C(C=C3)C)OC5=C(C(=O)C(=C(C5=N4)C(=O)NC6C(OC(=O)C(N(C(=O)CN(C(=O)C7CCCN7C(=O)C(NC6=O)C(C)C)C)C)C(C)C)C)N)C. Drug 2: CC1CCCC2(C(O2)CC(NC(=O)CC(C(C(=O)C(C1O)C)(C)C)O)C(=CC3=CSC(=N3)C)C)C. Cell line: NCI-H460. Synergy scores: CSS=82.1, Synergy_ZIP=5.99, Synergy_Bliss=5.49, Synergy_Loewe=1.90, Synergy_HSA=6.19. (3) Drug 1: C1=NC2=C(N1)C(=S)N=C(N2)N. Drug 2: C1=CC=C(C(=C1)C(C2=CC=C(C=C2)Cl)C(Cl)Cl)Cl. Cell line: SNB-75. Synergy scores: CSS=11.4, Synergy_ZIP=-2.53, Synergy_Bliss=-0.220, Synergy_Loewe=-10.6, Synergy_HSA=-0.523. (4) Drug 1: C1=CC(=CC=C1C#N)C(C2=CC=C(C=C2)C#N)N3C=NC=N3. Drug 2: C1=CN(C=N1)CC(O)(P(=O)(O)O)P(=O)(O)O. Cell line: SNB-75. Synergy scores: CSS=-1.15, Synergy_ZIP=0.157, Synergy_Bliss=-0.495, Synergy_Loewe=-0.210, Synergy_HSA=-1.43. (5) Drug 1: CC(CN1CC(=O)NC(=O)C1)N2CC(=O)NC(=O)C2. Drug 2: C1C(C(OC1N2C=NC3=C(N=C(N=C32)Cl)N)CO)O. Cell line: CAKI-1. Synergy scores: CSS=26.6, Synergy_ZIP=-12.5, Synergy_Bliss=-9.41, Synergy_Loewe=-6.71, Synergy_HSA=-6.44. (6) Drug 1: C1=NC2=C(N=C(N=C2N1C3C(C(C(O3)CO)O)F)Cl)N. Drug 2: CC1=C2C(C(=O)C3(C(CC4C(C3C(C(C2(C)C)(CC1OC(=O)C(C(C5=CC=CC=C5)NC(=O)C6=CC=CC=C6)O)O)OC(=O)C7=CC=CC=C7)(CO4)OC(=O)C)O)C)OC(=O)C. Cell line: NCI/ADR-RES. Synergy scores: CSS=34.3, Synergy_ZIP=1.27, Synergy_Bliss=4.26, Synergy_Loewe=-24.8, Synergy_HSA=-0.513. (7) Drug 1: C1=NNC2=C1C(=O)NC=N2. Drug 2: C1CCC(C(C1)N)N.C(=O)(C(=O)[O-])[O-].[Pt+4]. Cell line: BT-549. Synergy scores: CSS=13.9, Synergy_ZIP=-5.84, Synergy_Bliss=-2.02, Synergy_Loewe=-8.85, Synergy_HSA=-1.26.